Task: Predict which catalyst facilitates the given reaction.. Dataset: Catalyst prediction with 721,799 reactions and 888 catalyst types from USPTO Reactant: [CH:1]1([C:6]2[CH:15]=[CH:14][C:9]([C:10](OC)=[O:11])=[CH:8][C:7]=2[C:16]([F:19])([F:18])[F:17])[CH2:5][CH2:4][CH2:3][CH2:2]1.[BH4-].[Li+]. Product: [CH:1]1([C:6]2[CH:15]=[CH:14][C:9]([CH2:10][OH:11])=[CH:8][C:7]=2[C:16]([F:17])([F:18])[F:19])[CH2:2][CH2:3][CH2:4][CH2:5]1. The catalyst class is: 12.